From a dataset of Peptide-MHC class I binding affinity with 185,985 pairs from IEDB/IMGT. Regression. Given a peptide amino acid sequence and an MHC pseudo amino acid sequence, predict their binding affinity value. This is MHC class I binding data. The MHC is BoLA-AW10 with pseudo-sequence BoLA-AW10. The binding affinity (normalized) is 0.0641. The peptide sequence is IMYNYPAML.